This data is from Forward reaction prediction with 1.9M reactions from USPTO patents (1976-2016). The task is: Predict the product of the given reaction. (1) Given the reactants [N+:1]([C:4]1[CH:9]=[CH:8][C:7]([CH:10]([CH3:13])[C:11]#[N:12])=[CH:6][CH:5]=1)([O-])=O, predict the reaction product. The product is: [NH2:12][CH2:11][CH:10]([C:7]1[CH:6]=[CH:5][C:4]([NH2:1])=[CH:9][CH:8]=1)[CH3:13]. (2) Given the reactants CC1C=CC(S(O[CH2:12][CH:13]2[CH2:17][C:16]3[CH:18]=[CH:19][CH:20]=[C:21]([C:22]4[CH:27]=[CH:26][C:25]([CH3:28])=[CH:24][CH:23]=4)[C:15]=3[O:14]2)(=O)=O)=CC=1.[N-:29]=[N+:30]=[N-:31].[Na+], predict the reaction product. The product is: [N:29]([CH2:12][CH:13]1[CH2:17][C:16]2[CH:18]=[CH:19][CH:20]=[C:21]([C:22]3[CH:27]=[CH:26][C:25]([CH3:28])=[CH:24][CH:23]=3)[C:15]=2[O:14]1)=[N+:30]=[N-:31]. (3) Given the reactants [N:1]1([CH2:7][CH2:8][CH2:9][O:10][C:11]2[CH:18]=[CH:17][C:14]([CH:15]=O)=[CH:13][CH:12]=2)[CH2:6][CH2:5][CH2:4][CH2:3][CH2:2]1.[NH:19]1[CH2:24][CH2:23][CH:22]([N:25]([C:33]2[CH:38]=[CH:37][CH:36]=[CH:35][N:34]=2)[CH2:26][CH2:27][N:28]2[CH2:32][CH2:31][CH2:30][CH2:29]2)[CH2:21][CH2:20]1.C(O[BH-](OC(=O)C)OC(=O)C)(=O)C.[Na+].[OH-].[Na+].[CH2:55]([Cl:57])[Cl:56], predict the reaction product. The product is: [NH3:1].[CH2:55]([Cl:57])[Cl:56].[N:1]1([CH2:7][CH2:8][CH2:9][O:10][C:11]2[CH:18]=[CH:17][C:14]([CH2:15][N:19]3[CH2:24][CH2:23][CH:22]([N:25]([C:33]4[CH:38]=[CH:37][CH:36]=[CH:35][N:34]=4)[CH2:26][CH2:27][N:28]4[CH2:32][CH2:31][CH2:30][CH2:29]4)[CH2:21][CH2:20]3)=[CH:13][CH:12]=2)[CH2:6][CH2:5][CH2:4][CH2:3][CH2:2]1. (4) The product is: [CH:15]1([CH2:18][NH:12][CH2:11][CH2:10][C:7]2[CH:6]=[CH:5][C:4]([O:3][C:2]([F:13])([F:14])[F:1])=[CH:9][CH:8]=2)[CH2:17][CH2:16]1. Given the reactants [F:1][C:2]([F:14])([F:13])[O:3][C:4]1[CH:9]=[CH:8][C:7]([CH2:10][CH2:11][NH2:12])=[CH:6][CH:5]=1.[CH:15]1([CH:18]=O)[CH2:17][CH2:16]1, predict the reaction product.